This data is from Forward reaction prediction with 1.9M reactions from USPTO patents (1976-2016). The task is: Predict the product of the given reaction. (1) The product is: [C:1]([C:5]1[CH:23]=[CH:22][C:8]([C:9]([N:11]([CH3:37])[C:12]2[CH:17]=[CH:16][CH:15]=[C:14]([S:18]([CH3:21])(=[O:20])=[O:19])[CH:13]=2)=[O:10])=[C:7]([O:24][C:25]2[CH:30]=[CH:29][C:28]([F:31])=[CH:27][C:26]=2[Cl:32])[CH:6]=1)([CH3:4])([CH3:2])[CH3:3]. Given the reactants [C:1]([C:5]1[CH:23]=[CH:22][C:8]([C:9]([NH:11][C:12]2[CH:17]=[CH:16][CH:15]=[C:14]([S:18]([CH3:21])(=[O:20])=[O:19])[CH:13]=2)=[O:10])=[C:7]([O:24][C:25]2[CH:30]=[CH:29][C:28]([F:31])=[CH:27][C:26]=2[Cl:32])[CH:6]=1)([CH3:4])([CH3:3])[CH3:2].[H-].[Na+].IC.[C:37]([O-])(O)=O.[Na+], predict the reaction product. (2) Given the reactants [Br:1][C:2]1[CH:11]=[C:10]2[C:5]([CH:6]=[C:7]([OH:12])[N:8]=[CH:9]2)=[CH:4][N:3]=1.[C:13]([C:15]1[CH:16]=[C:17]([CH:20]=[CH:21][CH:22]=1)[CH2:18]Br)#[N:14].C(=O)([O-])[O-].[Cs+].[Cs+], predict the reaction product. The product is: [Br:1][C:2]1[N:3]=[CH:4][C:5]2[C:10]([CH:11]=1)=[CH:9][N:8]([CH2:18][C:17]1[CH:16]=[C:15]([CH:22]=[CH:21][CH:20]=1)[C:13]#[N:14])[C:7](=[O:12])[CH:6]=2. (3) Given the reactants [C:1]([O:5][C:6]([N:8]1[CH2:13][CH2:12][N:11]([C:14](=[O:17])[CH:15]=[CH2:16])[CH2:10][CH2:9]1)=[O:7])([CH3:4])([CH3:3])[CH3:2].CO[CH2:20][N:21]([CH2:27][C:28]1[CH:33]=[CH:32][CH:31]=[CH:30][CH:29]=1)[CH2:22][Si](C)(C)C, predict the reaction product. The product is: [C:1]([O:5][C:6]([N:8]1[CH2:9][CH2:10][N:11]([C:14]([CH:15]2[CH2:16][CH2:20][N:21]([CH2:27][C:28]3[CH:29]=[CH:30][CH:31]=[CH:32][CH:33]=3)[CH2:22]2)=[O:17])[CH2:12][CH2:13]1)=[O:7])([CH3:4])([CH3:3])[CH3:2]. (4) Given the reactants [Cl:1][C:2]1[C:9]([N:10]=[C:11]=S)=[CH:8][C:5]([C:6]#[N:7])=[C:4]([F:13])[CH:3]=1.[NH2:14][C:15]1[C:16]([NH:39][CH3:40])=[CH:17][C:18]([O:34][CH2:35][CH:36]([F:38])[F:37])=[C:19]([CH:33]=1)[C:20]([NH:22][C@H:23]1[CH2:28][CH2:27][C@H:26]([C:29]([F:32])([F:31])[F:30])[CH2:25][CH2:24]1)=[O:21].CC(C)N=C=NC(C)C, predict the reaction product. The product is: [Cl:1][C:2]1[CH:3]=[C:4]([F:13])[C:5]([C:6]#[N:7])=[CH:8][C:9]=1[NH:10][C:11]1[N:39]([CH3:40])[C:16]2[CH:17]=[C:18]([O:34][CH2:35][CH:36]([F:37])[F:38])[C:19]([C:20]([NH:22][C@H:23]3[CH2:28][CH2:27][C@H:26]([C:29]([F:32])([F:31])[F:30])[CH2:25][CH2:24]3)=[O:21])=[CH:33][C:15]=2[N:14]=1. (5) Given the reactants [CH3:1][C:2]1[C:10]([CH2:11][N:12]2[CH2:17][CH2:16][CH:15]([NH:18][C:19]3[C:20]4[CH:27]=[C:26]([CH2:28][C:29]([F:32])([F:31])[F:30])[S:25][C:21]=4[N:22]=[CH:23][N:24]=3)[CH2:14][CH2:13]2)=[CH:9][CH:8]=[C:7]2[C:3]=1[CH:4]=[C:5]([C:41]#[N:42])[N:6]2[CH2:33][CH2:34][N:35]1[CH2:40][CH2:39][NH:38][CH2:37][CH2:36]1.CCN(C(C)C)C(C)C.[C:52](Cl)(=[O:55])[CH2:53][CH3:54], predict the reaction product. The product is: [CH3:1][C:2]1[C:10]([CH2:11][N:12]2[CH2:17][CH2:16][CH:15]([NH:18][C:19]3[C:20]4[CH:27]=[C:26]([CH2:28][C:29]([F:30])([F:32])[F:31])[S:25][C:21]=4[N:22]=[CH:23][N:24]=3)[CH2:14][CH2:13]2)=[CH:9][CH:8]=[C:7]2[C:3]=1[CH:4]=[C:5]([C:41]#[N:42])[N:6]2[CH2:33][CH2:34][N:35]1[CH2:36][CH2:37][N:38]([C:52](=[O:55])[CH2:53][CH3:54])[CH2:39][CH2:40]1. (6) Given the reactants [H-].[Na+].[O:3]([CH2:10][CH2:11][OH:12])[C:4]1[CH:9]=[CH:8][CH:7]=[CH:6][CH:5]=1.Cl[C:14]1[N:15]=[C:16]([OH:24])[C:17]2[CH:23]=[CH:22][N:21]=[CH:20][C:18]=2[N:19]=1.O, predict the reaction product. The product is: [O:3]([CH2:10][CH2:11][O:12][C:14]1[NH:15][C:16](=[O:24])[C:17]2[CH:23]=[CH:22][N:21]=[CH:20][C:18]=2[N:19]=1)[C:4]1[CH:9]=[CH:8][CH:7]=[CH:6][CH:5]=1. (7) The product is: [Br:1][C:2]1[C:3]([N:17]2[CH2:18][CH2:19][C:20]([CH3:23])([CH3:24])[CH2:21][CH2:22]2)=[C:4]([C@H:10]([OH:16])[C:11]([O:13][CH2:14][CH3:15])=[O:12])[C:5]([CH3:9])=[N:6][C:7]=1[CH3:8]. Given the reactants [Br:1][C:2]1[C:3]([N:17]2[CH2:22][CH2:21][C:20]([CH3:24])([CH3:23])[CH2:19][CH2:18]2)=[C:4]([C:10](=[O:16])[C:11]([O:13][CH2:14][CH3:15])=[O:12])[C:5]([CH3:9])=[N:6][C:7]=1[CH3:8].CB1N2CCC[C@@H]2C(C2C=CC=CC=2)(C2C=CC=CC=2)O1.[B]1OC2C(=CC=CC=2)O1, predict the reaction product. (8) Given the reactants [Br:1][C:2]1[CH:7]=[C:6]([F:8])[CH:5]=[CH:4][C:3]=1[S:9](Cl)(=[O:11])=[O:10].[NH2:13][C:14]1[C:27]([C:28]([O:30][CH3:31])=[O:29])=[C:26]2[C:17]([C:18]3[CH:19]=[CH:20][N:21]=[N:22][C:23]=3[CH2:24][O:25]2)=[CH:16][CH:15]=1, predict the reaction product. The product is: [Br:1][C:2]1[CH:7]=[C:6]([F:8])[CH:5]=[CH:4][C:3]=1[S:9]([NH:13][C:14]1[C:27]([C:28]([O:30][CH3:31])=[O:29])=[C:26]2[C:17]([C:18]3[CH:19]=[CH:20][N:21]=[N:22][C:23]=3[CH2:24][O:25]2)=[CH:16][CH:15]=1)(=[O:11])=[O:10]. (9) The product is: [F:1][C:2]([F:25])([F:24])[C:3]1[CH:4]=[C:5]([NH:9][C:10]([C:12]2[CH:13]=[C:14]3[C:19](=[CH:20][CH:21]=2)[C:18]([OH:28])=[N:17][N:16]=[C:15]3[Cl:23])=[O:11])[CH:6]=[CH:7][CH:8]=1. Given the reactants [F:1][C:2]([F:25])([F:24])[C:3]1[CH:4]=[C:5]([NH:9][C:10]([C:12]2[CH:13]=[C:14]3[C:19](=[CH:20][CH:21]=2)[C:18](Cl)=[N:17][N:16]=[C:15]3[Cl:23])=[O:11])[CH:6]=[CH:7][CH:8]=1.[OH-].[Na+].[O:28]1CCOCC1.Cl, predict the reaction product. (10) Given the reactants [CH3:1][O:2][C:3]1[N:4]=[N:5][C:6]([C:9]2[C:10]([C:26]3[CH:31]=[CH:30][CH:29]=[CH:28][CH:27]=3)=[N:11][N:12]3[C:17]([NH:18]C(=O)OC(C)(C)C)=[CH:16][CH:15]=[CH:14][C:13]=23)=[CH:7][CH:8]=1.Cl, predict the reaction product. The product is: [NH2:18][C:17]1[N:12]2[N:11]=[C:10]([C:26]3[CH:27]=[CH:28][CH:29]=[CH:30][CH:31]=3)[C:9]([C:6]3[N:5]=[N:4][C:3]([O:2][CH3:1])=[CH:8][CH:7]=3)=[C:13]2[CH:14]=[CH:15][CH:16]=1.